This data is from Full USPTO retrosynthesis dataset with 1.9M reactions from patents (1976-2016). The task is: Predict the reactants needed to synthesize the given product. Given the product [ClH:18].[CH3:20][O:14][C:13]([C:5]12[CH2:11][CH:9]3[CH2:8][CH:7]([CH2:12][C:3]([NH2:2])([CH2:10]3)[CH2:4]1)[CH2:6]2)=[O:15], predict the reactants needed to synthesize it. The reactants are: Cl.[NH2:2][C:3]12[CH2:12][CH:7]3[CH2:8][CH:9]([CH2:11][C:5]([C:13]([OH:15])=[O:14])([CH2:6]3)[CH2:4]1)[CH2:10]2.S(Cl)([Cl:18])=O.[CH3:20]O.